Dataset: Peptide-MHC class I binding affinity with 185,985 pairs from IEDB/IMGT. Task: Regression. Given a peptide amino acid sequence and an MHC pseudo amino acid sequence, predict their binding affinity value. This is MHC class I binding data. The peptide sequence is RQRVIPVYQ. The MHC is HLA-A02:03 with pseudo-sequence HLA-A02:03. The binding affinity (normalized) is 0.